From a dataset of Peptide-MHC class I binding affinity with 185,985 pairs from IEDB/IMGT. Regression. Given a peptide amino acid sequence and an MHC pseudo amino acid sequence, predict their binding affinity value. This is MHC class I binding data. (1) The peptide sequence is RPVGISSMV. The MHC is HLA-A02:01 with pseudo-sequence HLA-A02:01. The binding affinity (normalized) is 0.0847. (2) The peptide sequence is YLVKYPNL. The MHC is H-2-Db with pseudo-sequence H-2-Db. The binding affinity (normalized) is 0. (3) The peptide sequence is FMYEGDTPL. The MHC is HLA-A02:01 with pseudo-sequence HLA-A02:01. The binding affinity (normalized) is 1.00. (4) The peptide sequence is KLNGAMVEY. The MHC is HLA-A03:01 with pseudo-sequence HLA-A03:01. The binding affinity (normalized) is 0.325. (5) The peptide sequence is KVFFGPIYY. The MHC is HLA-B18:01 with pseudo-sequence HLA-B18:01. The binding affinity (normalized) is 0.0847. (6) The peptide sequence is FALISFLLL. The MHC is Mamu-A01 with pseudo-sequence Mamu-A01. The binding affinity (normalized) is 0.335.